The task is: Predict the product of the given reaction.. This data is from Forward reaction prediction with 1.9M reactions from USPTO patents (1976-2016). The product is: [Cl:1][C:2]1[CH:3]=[CH:4][C:5]2[N:11]3[CH2:12][C@H:8]([CH2:9][CH2:10]3)[N:7]([C:22]([NH:21][C:18]3[CH:17]=[CH:16][C:15]([F:14])=[CH:20][N:19]=3)=[O:23])[C:6]=2[N:13]=1. Given the reactants [Cl:1][C:2]1[CH:3]=[CH:4][C:5]2[N:11]3[CH2:12][C@H:8]([CH2:9][CH2:10]3)[NH:7][C:6]=2[N:13]=1.[F:14][C:15]1[CH:16]=[CH:17][C:18]([NH:21][C:22](=O)[O:23]C2C=CC(Cl)=CC=2)=[N:19][CH:20]=1, predict the reaction product.